Dataset: Experimentally validated miRNA-target interactions with 360,000+ pairs, plus equal number of negative samples. Task: Binary Classification. Given a miRNA mature sequence and a target amino acid sequence, predict their likelihood of interaction. (1) The miRNA is rno-miR-499-5p with sequence UUAAGACUUGCAGUGAUGUUU. The protein sequence of the target gene is MSKPSDHIKRPMNAFMVWSRGQRRKMAQENPKMHNSEISKRLGAEWKLLSEAEKRPYIDEAKRLRAQHMKEHPDYKYRPRRKPKNLLKKDRYVFPLPYLGDTDPLKAAGLPVGASDGLLSAPEKARAFLPPASAPYSLLDPAQFSSSAIQKMGEVPHTLATSALPYASTLGYQNGAFGSLSCPSQHTHTHPSPTNPGYVVPCNCTAWSASTLQPPVAYILFPGMTKTGIDPYSSAHATAM. Result: 0 (no interaction). (2) The miRNA is hsa-miR-335-5p with sequence UCAAGAGCAAUAACGAAAAAUGU. The protein sequence of the target gene is MIIKEYRIPLPMTVEEYRIAQLYMIQKKSRNETYGEGSGVEILENRPYTDGPGGSGQYTHKVYHVGMHIPSWFRSILPKAALRVVEESWNAYPYTRTRFTCPFVEKFSIDIETFYKTDAGENPDVFNLSPVEKNQLTIDFIDIVKDPVPHNEYKTEEDPKLFQSTKTQRGPLSENWIEEYKKQVFPIMCAYKLCKVEFRYWGMQSKIERFIHDTGLRRVMVRAHRQAWCWQDEWYGLSMENIRELEKEAQLMLSRKMAQFNEDGEEATELVKHEAVSDQTSGEPPEPSSSNGEPLVGRGL.... Result: 1 (interaction). (3) The miRNA is hsa-miR-5707 with sequence ACGUUUGAAUGCUGUACAAGGC. The protein sequence of the target gene is MMADEEEEAKHVLQKLQGLVDRLYCFRDSYFETHSVEDAGRKQQDVQEEMEKTLQQMEEVLGSAQVEAQALMLKGKALNVTPDYSPEAEVLLSKAVKLEPELVEAWNQLGEVYWKKGDVASAHTCFSGALTHCKNKVSLQNLSMVLRQLQTDSGDEHSRHVMDSVRQAKLAVQMDVLDGRSWYILGNAYLSLYFNTGQNPKISQQALSAYAQAEKVDRKASSNPDLHLNRATLHKYEESYGEALEGFSQAAALDPVWPEPQQREQQLLEFLSRLTSLLESKGKTKPKKLQSMLGSLRPAH.... Result: 0 (no interaction). (4) The miRNA is hsa-miR-3617-3p with sequence CAUCAGCACCCUAUGUCCUUUCU. The protein sequence of the target gene is MEKRAAAGLEGAPGARAQLAVVCLVNIFLTGRLSSAVPALAACSGKLEQHTERRGVIYSPAWPLNYPPGTNCSWYIQGDRGDMITISFRNFDVEESHQCSLDWLLLGPAAPPRQEAFRLCGSAIPPAFISARDHVWIFFHSDASSSGQAQGFRLSYIRGKLGQASCQADEFRCDNGKCLPGPWQCNTVDECGDGSDEGNCSAPASEPPGSLCPGGTFPCSGARSTRCLPVERRCDGLQDCGDGSDEAGCPDLACGRRLGSFYGSFASPDLFGAARGPSDLHCTWLVDTQDSRRVLLQLEL.... Result: 0 (no interaction). (5) The miRNA is hsa-miR-548ar-3p with sequence UAAAACUGCAGUUAUUUUUGC. The protein sequence of the target gene is MWQIVFFTLSCDLVLAAAYNNFRKSMDSIGKKQYQVQHGSCSYTFLLPEMDNCRSSSSPYVSNAVQRDAPLEYDDSVQRLQVLENIMENNTQWLMKLENYIQDNMKKEMVEIQQNAVQNQTAVMIEIGTNLLNQTAEQTRKLTDVEAQVLNQTTRLELQLLEHSLSTNKLEKQILDQTSEINKLQDKNSFLEKKVLAMEDKHIIQLQSIKEEKDQLQVLVSKQNSIIEELEKKIVTATVNNSVLQKQQHDLMETVNNLLTMMSTSNSAKDPTVAKEEQISFRDCAEVFKSGHTTNGIYTL.... Result: 0 (no interaction). (6) The miRNA is mmu-miR-8118 with sequence GACAAACAUGACUAUGCUGACA. The protein sequence of the target gene is MAAPEPLRPRLCRLVRGEQGYGFHLHGEKGRRGQFIRRVEPGSPAEAAALRAGDRLVEVNGVNVEGETHHQVVQRIKAVEGQTRLLVVDQETDEELRRRQLTCTEEMAQRGLPPAHDPWEPKPDWAHTGSHSSEAGKKDVSGPLRELRPRLCHLRKGPQGYGFNLHSDKSRPGQYIRSVDPGSPAARSGLRAQDRLIEVNGQNVEGLRHAEVVASIKAREDEARLLVVDPETDEHFKRLRVTPTEEHVEGPLPSPVTNGTSPAQLNGGSACSSRSDLPGSDKDTEDGSAWKQDPFQESGL.... Result: 0 (no interaction).